This data is from Reaction yield outcomes from USPTO patents with 853,638 reactions. The task is: Predict the reaction yield, written as a fraction of the theoretical maximum amount of product (1.0 means a 100% yield; for example, 0.34 means a 34% yield). (1) The reactants are [Br:1][CH2:2][C:3]1([CH2:17]O)[CH2:6][N:5]([S:7]([C:10]2[CH:15]=[CH:14][C:13]([CH3:16])=[CH:12][CH:11]=2)(=[O:9])=[O:8])[CH2:4]1.C(Br)(Br)(Br)[Br:20].C1C=CC(P(C2C=CC=CC=2)C2C=CC=CC=2)=CC=1.CCOCC. The catalyst is C(Cl)Cl. The product is [Br:1][CH2:2][C:3]1([CH2:17][Br:20])[CH2:6][N:5]([S:7]([C:10]2[CH:15]=[CH:14][C:13]([CH3:16])=[CH:12][CH:11]=2)(=[O:9])=[O:8])[CH2:4]1. The yield is 0.670. (2) The reactants are [F:1][C:2]1[CH:7]=[CH:6][C:5]([C:8]2[O:9][C:10]3[CH:20]=[C:19]([N:21]([CH3:26])[S:22]([CH3:25])(=[O:24])=[O:23])[C:18]([C:27]4[N:32]=[C:31]([C:33]([NH:35][CH2:36][C:37]5[CH:42]=[CH:41][C:40]([F:43])=[CH:39][N:38]=5)=[O:34])[C:30]([O:44]C)=[CH:29][CH:28]=4)=[CH:17][C:11]=3[C:12]=2[C:13](=[O:16])[NH:14][CH3:15])=[CH:4][CH:3]=1.Cl. The catalyst is CN(C=O)C. The product is [F:1][C:2]1[CH:3]=[CH:4][C:5]([C:8]2[O:9][C:10]3[CH:20]=[C:19]([N:21]([CH3:26])[S:22]([CH3:25])(=[O:24])=[O:23])[C:18]([C:27]4[N:32]=[C:31]([C:33]([NH:35][CH2:36][C:37]5[CH:42]=[CH:41][C:40]([F:43])=[CH:39][N:38]=5)=[O:34])[C:30]([OH:44])=[CH:29][CH:28]=4)=[CH:17][C:11]=3[C:12]=2[C:13](=[O:16])[NH:14][CH3:15])=[CH:6][CH:7]=1. The yield is 0.580. (3) The reactants are [O:1]=[C:2]1[CH2:5][CH:4](C(O)=O)[CH2:3]1.C(Cl)(=O)C(Cl)=O.C[N:16]([CH:18]=[O:19])C.[N-]=[N+]=[N-].[Na+].[CH2:24]([OH:31])[C:25]1[CH:30]=[CH:29][CH:28]=[CH:27][CH:26]=1. The catalyst is ClCCl.O.[Br-].C([N+](CCCC)(CCCC)CCCC)CCC. The product is [O:1]=[C:2]1[CH2:3][CH:4]([NH:16][C:18](=[O:19])[O:31][CH2:24][C:25]2[CH:30]=[CH:29][CH:28]=[CH:27][CH:26]=2)[CH2:5]1. The yield is 0.110. (4) The reactants are C([O:3][C:4]([C:6]1[S:10][C:9]([C:11]2[CH:15]=[CH:14][N:13]([CH2:16][CH2:17][C:18]3[CH:23]=[CH:22][C:21]([F:24])=[CH:20][CH:19]=3)[N:12]=2)=[N:8][C:7]=1[CH3:25])=[O:5])C.[OH-].[Na+].Cl. The catalyst is O1CCCC1.O. The product is [F:24][C:21]1[CH:22]=[CH:23][C:18]([CH2:17][CH2:16][N:13]2[CH:14]=[CH:15][C:11]([C:9]3[S:10][C:6]([C:4]([OH:5])=[O:3])=[C:7]([CH3:25])[N:8]=3)=[N:12]2)=[CH:19][CH:20]=1. The yield is 0.870. (5) The reactants are [OH:1][C:2]1[CH:3]=[C:4]([S:8][CH2:9][C:10]([O:12][CH2:13][CH3:14])=[O:11])[CH:5]=[CH:6][CH:7]=1.Br[CH2:16][C:17]#[C:18][CH3:19]. No catalyst specified. The product is [CH2:13]([O:12][C:10](=[O:11])[CH2:9][S:8][C:4]1[CH:5]=[CH:6][CH:7]=[C:2]([O:1][CH2:16][C:17]#[C:18][CH3:19])[CH:3]=1)[CH3:14]. The yield is 1.00. (6) The reactants are [O:1]=[C:2]1[C:10](=[C:11]2[C:19]3[C:14](=[CH:15][C:16]([NH:20][CH2:21][CH2:22][O:23][C:24](=[O:27])[CH2:25]Br)=[CH:17][CH:18]=3)[CH2:13][O:12]2)[C:9]2[C:4](=[CH:5][CH:6]=[CH:7][CH:8]=2)[NH:3]1.CC(O)=O.[OH-].[Na+].[NH:34]1[CH2:39][CH2:38][O:37][CH2:36][CH2:35]1. No catalyst specified. The product is [O:1]=[C:2]1[C:10](=[C:11]2[C:19]3[C:14](=[CH:15][C:16]([NH:20][CH2:21][CH2:22][O:23][C:24](=[O:27])[CH2:25][N:34]4[CH2:39][CH2:38][O:37][CH2:36][CH2:35]4)=[CH:17][CH:18]=3)[CH2:13][O:12]2)[C:9]2[C:4](=[CH:5][CH:6]=[CH:7][CH:8]=2)[NH:3]1. The yield is 0.510. (7) The reactants are [Br:1][C:2]1[CH:3]=[CH:4][C:5]([OH:23])=[C:6]([C:8](=[O:22])/[CH:9]=[CH:10]/[C:11]2[CH:16]=[CH:15][C:14]([O:17][C:18]([F:21])([F:20])[F:19])=[CH:13][CH:12]=2)[CH:7]=1.[OH-].[Na+]. The catalyst is CCO.O.CCOC(C)=O. The product is [Br:1][C:2]1[CH:7]=[C:6]2[C:5](=[CH:4][CH:3]=1)[O:23][CH:10]([C:11]1[CH:12]=[CH:13][C:14]([O:17][C:18]([F:21])([F:19])[F:20])=[CH:15][CH:16]=1)[CH2:9][C:8]2=[O:22]. The yield is 0.800.